Dataset: Full USPTO retrosynthesis dataset with 1.9M reactions from patents (1976-2016). Task: Predict the reactants needed to synthesize the given product. (1) Given the product [CH3:1][O:2][C:3]([C:5]1[CH:6]=[C:7]2[C:11](=[CH:12][CH:13]=1)[N:10]([CH3:14])[CH:9]=[C:8]2[CH2:15][C:16]1[CH:17]=[CH:18][C:19]([NH:22][C:32](=[O:39])[C:33]2[CH:38]=[CH:37][CH:36]=[CH:35][CH:34]=2)=[CH:20][CH:21]=1)=[O:4], predict the reactants needed to synthesize it. The reactants are: [CH3:1][O:2][C:3]([C:5]1[CH:6]=[C:7]2[C:11](=[CH:12][CH:13]=1)[N:10]([CH3:14])[CH:9]=[C:8]2[CH2:15][C:16]1[CH:21]=[CH:20][C:19]([NH2:22])=[CH:18][CH:17]=1)=[O:4].CCN(C(C)C)C(C)C.[C:32](Cl)(=[O:39])[C:33]1[CH:38]=[CH:37][CH:36]=[CH:35][CH:34]=1.C1COCC1. (2) Given the product [CH2:1]([O:8][C:9]1[C:10]([NH:15][C:16]2[S:17][CH:18]=[C:19]([CH2:21][CH2:22][C:23]([OH:25])=[O:24])[N:20]=2)=[N:11][CH:12]=[CH:13][CH:14]=1)[C:2]1[CH:3]=[CH:4][CH:5]=[CH:6][CH:7]=1, predict the reactants needed to synthesize it. The reactants are: [CH2:1]([O:8][C:9]1[C:10]([NH:15][C:16]2[S:17][CH:18]=[C:19]([CH2:21][CH2:22][C:23]([O:25]C)=[O:24])[N:20]=2)=[N:11][CH:12]=[CH:13][CH:14]=1)[C:2]1[CH:7]=[CH:6][CH:5]=[CH:4][CH:3]=1.O.[OH-].[Li+]. (3) Given the product [CH3:16][O:17][C:18]1[CH:25]=[CH:24][C:21]([CH2:22][O:23][C:2]2[CH:3]=[CH:4][C:5]([C:8]#[N:9])=[N:6][CH:7]=2)=[CH:20][CH:19]=1, predict the reactants needed to synthesize it. The reactants are: Br[C:2]1[CH:3]=[CH:4][C:5]([C:8]#[N:9])=[N:6][CH:7]=1.C(=O)([O-])[O-].[Cs+].[Cs+].[CH3:16][O:17][C:18]1[CH:25]=[CH:24][C:21]([CH2:22][OH:23])=[CH:20][CH:19]=1.N1C2C(=CC=C3C=2N=CC=C3)C=CC=1. (4) Given the product [C:15]([O:14][C:12]([N:10]1[C:9]2[CH:19]=[C:20]([Cl:24])[C:21]([Br:23])=[CH:22][C:8]=2[O:7][CH:6]([C:4]([OH:5])=[O:3])[CH2:11]1)=[O:13])([CH3:18])([CH3:16])[CH3:17], predict the reactants needed to synthesize it. The reactants are: CC[O:3][C:4]([CH:6]1[CH2:11][N:10]([C:12]([O:14][C:15]([CH3:18])([CH3:17])[CH3:16])=[O:13])[C:9]2[CH:19]=[C:20]([Cl:24])[C:21]([Br:23])=[CH:22][C:8]=2[O:7]1)=[O:5].[Li+].[OH-]. (5) Given the product [CH2:7]([O:14][C:15]1[CH:20]=[CH:19][C:18]([N:21]2[C:25]3[C:26](=[O:43])[N:27]([C:30]4[CH:35]=[CH:34][C:33]([N:36]5[CH2:41][CH2:40][CH2:39][CH2:38][C:37]5=[O:42])=[CH:32][CH:31]=4)[CH2:28][CH2:29][C:24]=3[C:23]([C:44]([NH2:55])=[O:45])=[N:22]2)=[CH:17][CH:16]=1)[C:8]1[CH:9]=[CH:10][CH:11]=[CH:12][CH:13]=1, predict the reactants needed to synthesize it. The reactants are: C(OCC)(=O)C.[CH2:7]([O:14][C:15]1[CH:20]=[CH:19][C:18]([N:21]2[C:25]3[C:26](=[O:43])[N:27]([C:30]4[CH:35]=[CH:34][C:33]([N:36]5[CH2:41][CH2:40][CH2:39][CH2:38][C:37]5=[O:42])=[CH:32][CH:31]=4)[CH2:28][CH2:29][C:24]=3[C:23]([C:44](O)=[O:45])=[N:22]2)=[CH:17][CH:16]=1)[C:8]1[CH:13]=[CH:12][CH:11]=[CH:10][CH:9]=1.ClC(OCC(C)C)=O.[NH3:55]. (6) Given the product [O:18]1[C:17]2=[CH:16][CH:15]=[CH:14][C:5]([NH2:6])=[C:4]2[CH2:3][CH2:19]1, predict the reactants needed to synthesize it. The reactants are: OC[CH2:3][C:4]1[C:17]([O:18][CH3:19])=[CH:16][CH:15]=[CH:14][C:5]=1[NH:6]C(OC(C)(C)C)=O.Br.[OH-].[Na+].